Dataset: Reaction yield outcomes from USPTO patents with 853,638 reactions. Task: Predict the reaction yield, written as a fraction of the theoretical maximum amount of product (1.0 means a 100% yield; for example, 0.34 means a 34% yield). (1) The reactants are [F:1][C:2]([F:11])([F:10])[C:3]1[CH:9]=[CH:8][C:6]([NH2:7])=[CH:5][CH:4]=1.[CH3:12][C:13]([CH3:17])(O)[C:14]#[N:15].S([O-])([O-])(=O)=O.[Mg+2]. The catalyst is C(OCC)(=O)C. The product is [CH3:12][C:13]([NH:7][C:6]1[CH:8]=[CH:9][C:3]([C:2]([F:10])([F:11])[F:1])=[CH:4][CH:5]=1)([CH3:17])[C:14]#[N:15]. The yield is 0.950. (2) The reactants are [Si:1](Cl)([C:4]([CH3:7])([CH3:6])[CH3:5])([CH3:3])[CH3:2].[CH2:9]([OH:13])[C@H:10]([OH:12])[CH3:11].C(N(C(C)C)CC)(C)C. The catalyst is C(Cl)Cl.C(OCC)C.O. The product is [CH3:5][C:4]([Si:1]([CH3:3])([CH3:2])[O:13][CH2:9][C@H:10]([OH:12])[CH3:11])([CH3:7])[CH3:6]. The yield is 0.800. (3) The catalyst is C1COCC1. The reactants are Br[C:2]1[CH:7]=[C:6]([C:8]([CH3:11])([CH3:10])[CH3:9])[CH:5]=[CH:4][N:3]=1.C([Li])CCC.[CH2:17]([Sn:21]([CH2:27][CH2:28][CH2:29][CH3:30])([CH2:23][CH2:24][CH2:25][CH3:26])Cl)[CH2:18][CH2:19][CH3:20]. The yield is 0.300. The product is [C:8]([C:6]1[CH:5]=[CH:4][N:3]=[C:2]([Sn:21]([CH2:23][CH2:24][CH2:25][CH3:26])([CH2:27][CH2:28][CH2:29][CH3:30])[CH2:17][CH2:18][CH2:19][CH3:20])[CH:7]=1)([CH3:11])([CH3:10])[CH3:9]. (4) The reactants are [Br:1][C:2]1[CH:3]=[C:4]([N:10]2[CH:14]=[C:13]([C:15]([OH:17])=O)[N:12]=[CH:11]2)[CH:5]=[C:6]([Br:9])[C:7]=1[OH:8].C(N(CC)CC)C.Cl.CN(C)CCCN=C=NCC.OC1C=CC=C[N+]=1[O-].[F:45][C:46]([F:57])([F:56])[O:47][C:48]1[CH:49]=[C:50]([CH:53]=[CH:54][CH:55]=1)[CH2:51][NH2:52]. The catalyst is C(Cl)(Cl)Cl. The product is [Br:9][C:6]1[CH:5]=[C:4]([N:10]2[CH:14]=[C:13]([C:15]([NH:52][CH2:51][C:50]3[CH:53]=[CH:54][CH:55]=[C:48]([O:47][C:46]([F:45])([F:56])[F:57])[CH:49]=3)=[O:17])[N:12]=[CH:11]2)[CH:3]=[C:2]([Br:1])[C:7]=1[OH:8]. The yield is 0.480. (5) The reactants are [F:1][C:2]1[CH:3]=[CH:4][C:5]([CH3:26])=[C:6]([C:8]2[CH:17]=[C:16]3[C:11]([CH:12]=[C:13]([NH:18][C:19]([CH:21]4[CH2:23][CH2:22]4)=[O:20])[N:14]=[CH:15]3)=[C:10]([CH:24]=O)[N:9]=2)[CH:7]=1.[CH3:27][NH:28][CH3:29].O1CCCC1.C(O[BH-](OC(=O)C)OC(=O)C)(=O)C.[Na+]. The catalyst is C(Cl)Cl.C(OCC)(=O)C. The product is [CH3:27][N:28]([CH2:24][C:10]1[N:9]=[C:8]([C:6]2[CH:7]=[C:2]([F:1])[CH:3]=[CH:4][C:5]=2[CH3:26])[CH:17]=[C:16]2[C:11]=1[CH:12]=[C:13]([NH:18][C:19]([CH:21]1[CH2:22][CH2:23]1)=[O:20])[N:14]=[CH:15]2)[CH3:29]. The yield is 0.700. (6) The reactants are [NH2:1][C:2]1[CH:10]=[CH:9][C:8]([Br:11])=[CH:7][C:3]=1C(O)=O.[CH3:12][Mg]Br.CC[O:17][CH2:18][CH3:19].Cl.[OH-].[Na+]. The catalyst is C1COCC1.C(OCC)(=O)C. The product is [NH2:1][C:2]1[CH:10]=[CH:9][C:8]([Br:11])=[CH:7][C:3]=1[C:18]([OH:17])([CH3:19])[CH3:12]. The yield is 0.570. (7) The reactants are C[O:2][C:3](=[O:31])[CH2:4][O:5][C:6]1[CH:15]=[CH:14][C:13]2[C:8](=[CH:9][CH:10]=[C:11]([C:16]3[NH:17][C:18]4[C:23]([C:24]=3[CH2:25][CH2:26][CH2:27][CH2:28][CH3:29])=[CH:22][CH:21]=[CH:20][CH:19]=4)[CH:12]=2)[C:7]=1[Br:30].[CH3:32]C([O-])(C)C.[K+].[H-].[Na+]. The catalyst is C1COCC1. The product is [Br:30][C:7]1[C:8]2[C:13](=[CH:12][C:11]([C:16]3[N:17]([CH3:32])[C:18]4[C:23]([C:24]=3[CH2:25][CH2:26][CH2:27][CH2:28][CH3:29])=[CH:22][CH:21]=[CH:20][CH:19]=4)=[CH:10][CH:9]=2)[CH:14]=[CH:15][C:6]=1[O:5][CH2:4][C:3]([OH:2])=[O:31]. The yield is 0.570.